Dataset: Forward reaction prediction with 1.9M reactions from USPTO patents (1976-2016). Task: Predict the product of the given reaction. (1) Given the reactants [NH2:1][C:2]1[CH:7]=[CH:6][C:5]([C:8]2[CH2:13][CH2:12][N:11]([C:14]([O:16][C:17]([CH3:20])([CH3:19])[CH3:18])=[O:15])[CH2:10][CH:9]=2)=[CH:4][C:3]=1[O:21][CH2:22][CH3:23], predict the reaction product. The product is: [NH2:1][C:2]1[CH:7]=[CH:6][C:5]([CH:8]2[CH2:9][CH2:10][N:11]([C:14]([O:16][C:17]([CH3:18])([CH3:19])[CH3:20])=[O:15])[CH2:12][CH2:13]2)=[CH:4][C:3]=1[O:21][CH2:22][CH3:23]. (2) Given the reactants Br[C:2]1[CH:3]=[C:4]2[C:8](=[CH:9][CH:10]=1)[NH:7][N:6]=[C:5]2[F:11].B1(B2OC(C)(C)C(C)(C)O2)OC(C)(C)C(C)(C)O1.C(P(C12CC3CC(CC(C3)C1)C2)C12CC3CC(CC(C3)C1)C2)CCC.C([O-])(=O)C.[K+].Br[C:61]1[CH:62]=[C:63]([NH:67][C@H:68]([C:76]2[CH:81]=[CH:80][CH:79]=[CH:78][CH:77]=2)[CH2:69][NH:70][C:71](=[O:75])[CH:72]([CH3:74])[CH3:73])[CH:64]=[N:65][CH:66]=1.C(=O)([O-])[O-].[K+].[K+], predict the reaction product. The product is: [F:11][C:5]1[C:4]2[C:8](=[CH:9][CH:10]=[C:2]([C:61]3[CH:62]=[C:63]([NH:67][C@H:68]([C:76]4[CH:81]=[CH:80][CH:79]=[CH:78][CH:77]=4)[CH2:69][NH:70][C:71](=[O:75])[CH:72]([CH3:74])[CH3:73])[CH:64]=[N:65][CH:66]=3)[CH:3]=2)[NH:7][N:6]=1. (3) Given the reactants [Br:1][C:2]1[CH:8]=[CH:7][C:5]([NH2:6])=[CH:4][CH:3]=1.C(N(CC)CC)C.[C:16]([O:19][CH2:20][C:21](Cl)=[O:22])(=[O:18])[CH3:17], predict the reaction product. The product is: [Br:1][C:2]1[CH:8]=[CH:7][C:5]([NH:6][C:21](=[O:22])[CH2:20][O:19][C:16](=[O:18])[CH3:17])=[CH:4][CH:3]=1. (4) Given the reactants [CH2:1]([O:3][C:4]([N:6]1[CH2:11][CH2:10][N:9]([C:12](=[O:39])[C@@H:13]([NH:23][C:24]([C:26]2[CH:31]=[C:30](Cl)[N:29]=[C:28]([C:33]3[CH:38]=[CH:37][CH:36]=[CH:35][CH:34]=3)[N:27]=2)=[O:25])[CH2:14][CH2:15][C:16]([O:18][C:19]([CH3:22])([CH3:21])[CH3:20])=[O:17])[CH2:8][CH2:7]1)=[O:5])[CH3:2].[CH:40]1(B(O)O)[CH2:42][CH2:41]1, predict the reaction product. The product is: [CH2:1]([O:3][C:4]([N:6]1[CH2:11][CH2:10][N:9]([C:12](=[O:39])[C@@H:13]([NH:23][C:24]([C:26]2[CH:31]=[C:30]([CH:40]3[CH2:42][CH2:41]3)[N:29]=[C:28]([C:33]3[CH:38]=[CH:37][CH:36]=[CH:35][CH:34]=3)[N:27]=2)=[O:25])[CH2:14][CH2:15][C:16]([O:18][C:19]([CH3:22])([CH3:21])[CH3:20])=[O:17])[CH2:8][CH2:7]1)=[O:5])[CH3:2]. (5) Given the reactants C([O:4][CH2:5][C@@H:6]1[C@@H:11]([O:12]C(=O)C)[C@H:10]([OH:16])[C@H:9]([OH:17])[C@@H:8]([C:18]2[CH:23]=[CH:22][C:21]([OH:24])=[CH:20][CH:19]=2)[O:7]1)(=O)C.[C:25]1(B(O)O)[CH:30]=[CH:29][CH:28]=[CH:27][CH:26]=1, predict the reaction product. The product is: [OH:4][CH2:5][C@@H:6]1[C@@H:11]([OH:12])[C@H:10]([OH:16])[C@H:9]([OH:17])[C@@H:8]([C:18]2[CH:19]=[CH:20][C:21]([O:24][C:25]3[CH:30]=[CH:29][CH:28]=[CH:27][CH:26]=3)=[CH:22][CH:23]=2)[O:7]1. (6) Given the reactants C([O:3][C:4](=[O:34])[CH2:5][C:6]1[C:7]([CH3:33])=[C:8]([S:16][C:17]2[CH:22]=[CH:21][C:20]([S:23]([N:26]3[CH2:31][CH2:30][O:29][CH2:28][CH2:27]3)(=[O:25])=[O:24])=[CH:19][C:18]=2[F:32])[N:9]2[C:14]=1[CH:13]=[CH:12][C:11]([F:15])=[CH:10]2)C.[OH-].[Na+], predict the reaction product. The product is: [F:15][C:11]1[CH:12]=[CH:13][C:14]2[N:9]([C:8]([S:16][C:17]3[CH:22]=[CH:21][C:20]([S:23]([N:26]4[CH2:31][CH2:30][O:29][CH2:28][CH2:27]4)(=[O:25])=[O:24])=[CH:19][C:18]=3[F:32])=[C:7]([CH3:33])[C:6]=2[CH2:5][C:4]([OH:34])=[O:3])[CH:10]=1. (7) Given the reactants [CH:1]([CH:3](Cl)[C:4]([O:6][CH3:7])=[O:5])=O.[C:9]([NH2:12])(=[S:11])[CH3:10], predict the reaction product. The product is: [CH3:10][C:9]1[S:11][C:3]([C:4]([O:6][CH3:7])=[O:5])=[CH:1][N:12]=1.